From a dataset of Forward reaction prediction with 1.9M reactions from USPTO patents (1976-2016). Predict the product of the given reaction. (1) The product is: [CH3:1][N:2]([CH3:27])[C:3]([C:5]1[C:15]2[CH2:16][CH2:17][C@@H:18]([C:19]3[CH:23]=[CH:22][S:21][C:20]=3[CH3:24])[O:25][C:14]=2[C:8]2[N:9]=[C:10]([CH3:13])[N:11]([CH3:12])[C:7]=2[CH:6]=1)=[O:4]. Given the reactants [CH3:1][N:2]([CH3:27])[C:3]([C:5]1[C:15]([CH2:16][CH2:17][C@@H:18]([OH:25])[C:19]2[CH:23]=[CH:22][S:21][C:20]=2[CH3:24])=[C:14](O)[C:8]2[N:9]=[C:10]([CH3:13])[N:11]([CH3:12])[C:7]=2[CH:6]=1)=[O:4].C1(P(C2C=CC=CC=2)C2C=CC=CC=2)C=CC=CC=1.CC(OC(/N=N/C(OC(C)C)=O)=O)C, predict the reaction product. (2) Given the reactants C(N([CH:7]([CH3:9])[CH3:8])CC)(C)C.[OH2:10].[OH:11][N:12]1C2C=CC=CC=2N=N1.[CH2:21]([C:23]([S:42]([CH3:45])(=[O:44])=[O:43])([CH2:27][CH2:28][N:29]1[CH:34]=[CH:33][C:32]([C:35]2[CH:40]=[CH:39][CH:38]=[CH:37][CH:36]=2)=[CH:31][C:30]1=[O:41])[C:24]([OH:26])=O)[CH3:22].Cl.CN(C)CCCN=C=N[CH2:55][CH3:56], predict the reaction product. The product is: [CH2:21]([C:23]([S:42]([CH3:45])(=[O:43])=[O:44])([CH2:27][CH2:28][N:29]1[CH:34]=[CH:33][C:32]([C:35]2[CH:40]=[CH:39][CH:38]=[CH:37][CH:36]=2)=[CH:31][C:30]1=[O:41])[C:24]([NH:12][O:11][CH:8]1[CH2:7][CH2:9][CH2:56][CH2:55][O:10]1)=[O:26])[CH3:22]. (3) Given the reactants [CH2:1]([O:8][C:9]1[C:18](Br)=[CH:17][C:12]([C:13]([O:15][CH3:16])=[O:14])=[C:11]([O:20][CH2:21][CH3:22])[CH:10]=1)[C:2]1[CH:7]=[CH:6][CH:5]=[CH:4][CH:3]=1.[CH:23]1(B(O)O)[CH2:25][CH2:24]1.C1(P(C2CCCCC2)C2C=CC=CC=2C2C(OC)=CC=CC=2OC)CCCCC1.C(=O)([O-])[O-].[Na+].[Na+], predict the reaction product. The product is: [CH2:1]([O:8][C:9]1[C:18]([CH:23]2[CH2:25][CH2:24]2)=[CH:17][C:12]([C:13]([O:15][CH3:16])=[O:14])=[C:11]([O:20][CH2:21][CH3:22])[CH:10]=1)[C:2]1[CH:7]=[CH:6][CH:5]=[CH:4][CH:3]=1. (4) The product is: [CH:1]1([N:6]2[CH2:12][CH:11]([CH2:13][CH3:14])[C:10](=[O:15])[N:9]([CH2:16][CH3:17])[C:8]3[CH:18]=[N:19][C:20]([NH:22][C:23]4[CH:31]=[CH:30][C:26]([C:27]([NH:67][CH:68]5[CH2:73][CH2:72][N:71]([CH3:74])[CH2:70][CH2:69]5)=[O:29])=[CH:25][C:24]=4[O:32][CH3:33])=[N:21][C:7]2=3)[CH2:2][CH2:3][CH2:4][CH2:5]1. Given the reactants [CH:1]1([N:6]2[CH2:12][CH:11]([CH2:13][CH3:14])[C:10](=[O:15])[N:9]([CH2:16][CH3:17])[C:8]3[CH:18]=[N:19][C:20]([NH:22][C:23]4[CH:31]=[CH:30][C:26]([C:27]([OH:29])=O)=[CH:25][C:24]=4[O:32][CH3:33])=[N:21][C:7]2=3)[CH2:5][CH2:4][CH2:3][CH2:2]1.F[P-](F)(F)(F)(F)F.CN(C(N(C)C)=[N+]1C2C(=NC=CC=2)[N+]([O-])=N1)C.C(N(C(C)C)C(C)C)C.[NH2:67][CH:68]1[CH2:73][CH2:72][N:71]([CH3:74])[CH2:70][CH2:69]1, predict the reaction product.